Dataset: Forward reaction prediction with 1.9M reactions from USPTO patents (1976-2016). Task: Predict the product of the given reaction. (1) Given the reactants [NH2:1][C:2]1[C:7]2=[C:8](Br)[CH:9]=[C:10]([CH2:11][CH2:12][OH:13])[N:6]2[N:5]=[CH:4][N:3]=1.[CH2:15]([N:22]1[CH:30]=[C:29]2[C:24]([CH:25]=[C:26](B3OC(C)(C)C(C)(C)O3)[CH:27]=[CH:28]2)=[N:23]1)[C:16]1[CH:21]=[CH:20][CH:19]=[CH:18][CH:17]=1.ClCCl.C(=O)([O-])[O-].[Na+].[Na+], predict the reaction product. The product is: [NH2:1][C:2]1[C:7]2=[C:8]([C:26]3[CH:27]=[CH:28][C:29]4[C:24]([CH:25]=3)=[N:23][N:22]([CH2:15][C:16]3[CH:21]=[CH:20][CH:19]=[CH:18][CH:17]=3)[CH:30]=4)[CH:9]=[C:10]([CH2:11][CH2:12][OH:13])[N:6]2[N:5]=[CH:4][N:3]=1. (2) Given the reactants O.[Br:2][C:3]1[N:7]([CH2:8][CH:9]=[C:10]([CH3:12])[CH3:11])[C:6]([C:13](OC)=[O:14])=[C:5]([CH:17]([OH:22])[CH2:18][N+:19]([O-])=O)[N:4]=1.C(O)(=O)C, predict the reaction product. The product is: [Br:2][C:3]1[N:7]([CH2:8][CH:9]=[C:10]([CH3:12])[CH3:11])[C:6]2[C:13](=[O:14])[NH:19][CH2:18][CH:17]([OH:22])[C:5]=2[N:4]=1. (3) Given the reactants [Cl:1][C:2]1[C:7]2[N:8]=[CH:9][NH:10][C:6]=2[CH:5]=[C:4]([NH:11][C:12]2[NH:13][CH2:14][CH2:15][N:16]=2)[CH:3]=1.[Br:17]Br.N.CO.CCOC(C)=O, predict the reaction product. The product is: [Br:17][C:5]1[C:6]2[NH:10][CH:9]=[N:8][C:7]=2[C:2]([Cl:1])=[CH:3][C:4]=1[NH:11][C:12]1[NH:13][CH2:14][CH2:15][N:16]=1.